Task: Predict the product of the given reaction.. Dataset: Forward reaction prediction with 1.9M reactions from USPTO patents (1976-2016) Given the reactants [NH2:1][CH2:2][CH:3]([NH:14][C:15](=[O:30])[C:16]1[CH:21]=[CH:20][C:19]([C:22]([N:24]2[CH2:28][CH2:27][CH2:26][CH2:25]2)=[O:23])=[C:18]([CH3:29])[CH:17]=1)[C:4]1[NH:8][C:7]2[CH:9]=[CH:10][C:11]([Cl:13])=[CH:12][C:6]=2[N:5]=1.[C:31](Cl)(=[O:38])[C:32]1[CH:37]=[CH:36][CH:35]=[CH:34][CH:33]=1.C(N(CC)CC)C.ClCl, predict the reaction product. The product is: [C:31]([NH:1][CH2:2][CH:3]([NH:14][C:15](=[O:30])[C:16]1[CH:21]=[CH:20][C:19]([C:22]([N:24]2[CH2:28][CH2:27][CH2:26][CH2:25]2)=[O:23])=[C:18]([CH3:29])[CH:17]=1)[C:4]1[NH:8][C:7]2[CH:9]=[CH:10][C:11]([Cl:13])=[CH:12][C:6]=2[N:5]=1)(=[O:38])[C:32]1[CH:37]=[CH:36][CH:35]=[CH:34][CH:33]=1.